Dataset: NCI-60 drug combinations with 297,098 pairs across 59 cell lines. Task: Regression. Given two drug SMILES strings and cell line genomic features, predict the synergy score measuring deviation from expected non-interaction effect. (1) Drug 1: CN(C)C1=NC(=NC(=N1)N(C)C)N(C)C. Drug 2: C1=CC=C(C=C1)NC(=O)CCCCCCC(=O)NO. Cell line: NCIH23. Synergy scores: CSS=2.31, Synergy_ZIP=-4.14, Synergy_Bliss=-2.61, Synergy_Loewe=-16.1, Synergy_HSA=-2.95. (2) Drug 1: C1=CN(C(=O)N=C1N)C2C(C(C(O2)CO)O)O.Cl. Drug 2: C1CC(=O)NC(=O)C1N2C(=O)C3=CC=CC=C3C2=O. Cell line: MOLT-4. Synergy scores: CSS=63.0, Synergy_ZIP=-0.597, Synergy_Bliss=-1.72, Synergy_Loewe=-8.94, Synergy_HSA=-1.97.